From a dataset of Forward reaction prediction with 1.9M reactions from USPTO patents (1976-2016). Predict the product of the given reaction. (1) Given the reactants [F:1][C:2]1[CH:7]=[CH:6][C:5]([F:8])=[CH:4][C:3]=1[CH:9]([CH2:12][CH3:13])[C:10]#[N:11].[CH2:14](N)[CH2:15][NH2:16], predict the reaction product. The product is: [F:1][C:2]1[CH:7]=[CH:6][C:5]([F:8])=[CH:4][C:3]=1[CH:9]([C:10]1[NH:16][CH2:15][CH2:14][N:11]=1)[CH2:12][CH3:13]. (2) Given the reactants Cl[C:2]1[N:6]([CH3:7])[C:5]2[C:8]([N:12]3[C:16]([CH2:17][CH3:18])=[CH:15][C:14]([CH2:19][CH3:20])=[N:13]3)=[CH:9][CH:10]=[CH:11][C:4]=2[N:3]=1.[Cl:21][C:22]1[CH:27]=[C:26]([Cl:28])[CH:25]=[C:24]([CH3:29])[C:23]=1[OH:30].C(=O)([O-])[O-].[K+].[K+], predict the reaction product. The product is: [Cl:21][C:22]1[CH:27]=[C:26]([Cl:28])[CH:25]=[C:24]([CH3:29])[C:23]=1[O:30][C:2]1[N:6]([CH3:7])[C:5]2[C:8]([N:12]3[C:16]([CH2:17][CH3:18])=[CH:15][C:14]([CH2:19][CH3:20])=[N:13]3)=[CH:9][CH:10]=[CH:11][C:4]=2[N:3]=1. (3) Given the reactants [F:1][C:2]([F:13])([F:12])[C:3]1[CH:4]=[C:5]([CH2:9][C:10]#[N:11])[CH:6]=[CH:7][CH:8]=1.[NH2-].[Na+].[CH2:16]([O:18][CH:19]([O:22][CH2:23][CH3:24])[CH2:20]Br)[CH3:17], predict the reaction product. The product is: [CH2:16]([O:18][CH:19]([O:22][CH2:23][CH3:24])[CH2:20][C:9]([C:5]1[CH:6]=[CH:7][CH:8]=[C:3]([C:2]([F:12])([F:13])[F:1])[CH:4]=1)([CH2:20][CH:19]([O:22][CH2:23][CH3:24])[O:18][CH2:16][CH3:17])[C:10]#[N:11])[CH3:17]. (4) Given the reactants [C:1]1([S:7](Cl)(=[O:9])=[O:8])[CH:6]=[CH:5][CH:4]=[CH:3][CH:2]=1.[NH2:11][C:12]1[N:17]=[C:16]([C:18]2[S:22][C:21]([NH:23][C:24](=[O:26])[CH3:25])=[N:20][C:19]=2[CH3:27])[CH:15]=[CH:14][CH:13]=1.CCCC(C)C, predict the reaction product. The product is: [CH3:27][C:19]1[N:20]=[C:21]([NH:23][C:24](=[O:26])[CH3:25])[S:22][C:18]=1[C:16]1[CH:15]=[CH:14][CH:13]=[C:12]([NH:11][S:7]([C:1]2[CH:6]=[CH:5][CH:4]=[CH:3][CH:2]=2)(=[O:9])=[O:8])[N:17]=1. (5) Given the reactants [Cl:1][C:2]1[C:3]([N:14]2[CH2:19][CH2:18][N:17](C(OC(C)(C)C)=O)[CH2:16][CH2:15]2)=[N:4][CH:5]=[C:6]([C:8]2[O:9][C:10]([CH3:13])=[CH:11][N:12]=2)[CH:7]=1.[C:27]([OH:33])([C:29]([F:32])([F:31])[F:30])=[O:28], predict the reaction product. The product is: [F:30][C:29]([F:32])([F:31])[C:27]([OH:33])=[O:28].[F:30][C:29]([F:32])([F:31])[C:27]([OH:33])=[O:28].[Cl:1][C:2]1[C:3]([N:14]2[CH2:19][CH2:18][NH:17][CH2:16][CH2:15]2)=[N:4][CH:5]=[C:6]([C:8]2[O:9][C:10]([CH3:13])=[CH:11][N:12]=2)[CH:7]=1. (6) The product is: [BrH:17].[NH2:1][N:2]1[C:11](=[O:12])[C:10]2[C:5](=[C:6]([OH:15])[C:7]([Cl:14])=[CH:8][C:9]=2[Cl:13])[N:4]=[CH:3]1. Given the reactants [NH2:1][N:2]1[C:11](=[O:12])[C:10]2[C:5](=[C:6]([O:15]C)[C:7]([Cl:14])=[CH:8][C:9]=2[Cl:13])[N:4]=[CH:3]1.[BrH:17], predict the reaction product. (7) Given the reactants I[C:2]1[CH:11]=[CH:10][CH:9]=[CH:8][C:3]=1[C:4]([O:6][CH3:7])=[O:5].[CH2:12]([OH:15])[C:13]#[CH:14].CCOC(C)=O, predict the reaction product. The product is: [OH:15][CH2:12][C:13]#[C:14][C:2]1[CH:11]=[CH:10][CH:9]=[CH:8][C:3]=1[C:4]([O:6][CH3:7])=[O:5]. (8) Given the reactants [NH:1]1[C:5]2[CH:6]=[CH:7][C:8]([C:10]([O:12][CH3:13])=[O:11])=[CH:9][C:4]=2[N:3]=[CH:2]1.[O:14]1[CH:19]=[CH:18][CH2:17][CH2:16][CH2:15]1, predict the reaction product. The product is: [O:14]1[CH2:19][CH2:18][CH2:17][CH2:16][CH:15]1[N:1]1[C:5]2[CH:6]=[CH:7][C:8]([C:10]([O:12][CH3:13])=[O:11])=[CH:9][C:4]=2[N:3]=[CH:2]1.